Dataset: Forward reaction prediction with 1.9M reactions from USPTO patents (1976-2016). Task: Predict the product of the given reaction. (1) The product is: [CH3:3][C:4]1[CH:5]=[C:6]2[C:10](=[CH:11][CH:12]=1)[N:9]([CH2:26][C:27]1[O:28][C:29]([C:32]([F:35])([F:34])[F:33])=[CH:30][CH:31]=1)[C:8](=[O:13])[C:7]12[C:17]2=[CH:18][C:19]3[O:23][CH2:22][O:21][C:20]=3[CH:24]=[C:16]2[O:15][CH2:14]1. Given the reactants [H-].[Na+].[CH3:3][C:4]1[CH:5]=[C:6]2[C:10](=[CH:11][CH:12]=1)[NH:9][C:8](=[O:13])[C:7]12[C:17]2=[CH:18][C:19]3[O:23][CH2:22][O:21][C:20]=3[CH:24]=[C:16]2[O:15][CH2:14]1.Br[CH2:26][C:27]1[O:28][C:29]([C:32]([F:35])([F:34])[F:33])=[CH:30][CH:31]=1, predict the reaction product. (2) Given the reactants [C:1]1([CH3:10])[CH:6]=[CH:5][C:4]([C:7]([NH2:9])=[O:8])=[CH:3][CH:2]=1.[Cl:11][C:12]([Cl:16])([CH3:15])[CH:13]=O.[NH:17]1[C:21]2[CH:22]=[CH:23][CH:24]=[CH:25][C:20]=2[N:19]=[N:18]1.C1(C)C=CC(S(O)(=O)=O)=CC=1, predict the reaction product. The product is: [N:17]1([CH:13]([NH:9][C:7](=[O:8])[C:4]2[CH:5]=[CH:6][C:1]([CH3:10])=[CH:2][CH:3]=2)[C:12]([Cl:16])([Cl:11])[CH3:15])[C:21]2[CH:22]=[CH:23][CH:24]=[CH:25][C:20]=2[N:19]=[N:18]1. (3) The product is: [CH2:4]([O:7][C:8](=[O:26])[CH:9]([OH:10])[N:11]1[C:17](=[O:18])[CH:16]([NH:15][C:14](=[O:34])[CH2:19][C:20]2[CH:25]=[CH:24][CH:23]=[CH:22][CH:21]=2)[CH:12]1[SH:13])[CH:5]=[CH2:6]. Given the reactants C(Cl)Cl.[CH2:4]([O:7][C:8](=[O:26])[CH:9]([N:11]1[C:17](=[O:18])[CH:16]2[CH:12]1[S:13][C:14]([CH2:19][C:20]1[CH:25]=[CH:24][CH:23]=[CH:22][CH:21]=1)=[N:15]2)[OH:10])[CH:5]=[CH2:6].C1(C)C=CC(S(O)(=O)=[O:34])=CC=1, predict the reaction product. (4) Given the reactants [Br:1][C:2]1[CH:3]=[CH:4][C:5]([O:26][CH2:27][CH:28]([CH3:30])[CH3:29])=[C:6]([CH2:8][N:9]2[C:13]([CH3:14])=[CH:12][C:11]([NH:15][C:16](=[O:25])[C:17]3[CH:22]=[CH:21][C:20]([CH:23]=O)=[CH:19][CH:18]=3)=[N:10]2)[CH:7]=1.C(O[BH-](OC(=O)C)OC(=O)C)(=O)C.[Na+].C(O)(=O)C.[CH2:49]([NH2:51])[CH3:50], predict the reaction product. The product is: [Br:1][C:2]1[CH:3]=[CH:4][C:5]([O:26][CH2:27][CH:28]([CH3:29])[CH3:30])=[C:6]([CH2:8][N:9]2[C:13]([CH3:14])=[CH:12][C:11]([NH:15][C:16](=[O:25])[C:17]3[CH:18]=[CH:19][C:20]([CH2:23][NH:51][CH2:49][CH3:50])=[CH:21][CH:22]=3)=[N:10]2)[CH:7]=1. (5) Given the reactants [F:1][C:2]1[CH:3]=[C:4]([CH:27]=[CH:28][C:29]=1[O:30][CH2:31][CH2:32][N:33]1[CH2:38][CH2:37][CH2:36][CH2:35][CH2:34]1)[CH2:5][NH:6][C:7]1[CH:12]=[C:11]([O:13][CH3:14])[CH:10]=[CH:9][C:8]=1[CH:15]1[CH2:24][CH2:23][C:22]2[C:17](=[CH:18][CH:19]=[C:20]([O:25][CH3:26])[CH:21]=2)[CH2:16]1.[CH:39]1([C:42](Cl)=O)[CH2:41][CH2:40]1, predict the reaction product. The product is: [CH:39]1([CH2:42][N:6]([CH2:5][C:4]2[CH:27]=[CH:28][C:29]([O:30][CH2:31][CH2:32][N:33]3[CH2:38][CH2:37][CH2:36][CH2:35][CH2:34]3)=[C:2]([F:1])[CH:3]=2)[C:7]2[CH:12]=[C:11]([O:13][CH3:14])[CH:10]=[CH:9][C:8]=2[CH:15]2[CH2:24][CH2:23][C:22]3[C:17](=[CH:18][CH:19]=[C:20]([O:25][CH3:26])[CH:21]=3)[CH2:16]2)[CH2:41][CH2:40]1. (6) Given the reactants C[O:2][C:3]([C:5]1(/[CH:11]=[CH:12]/[C:13]2[CH:22]=[C:21]3[C:16]([CH:17]=[CH:18][C:19]([C@H:23]([NH:25][C:26]([O:28][C:29]([CH3:32])([CH3:31])[CH3:30])=[O:27])[CH3:24])=[N:20]3)=[CH:15][CH:14]=2)[CH2:10][CH2:9][CH2:8][CH2:7][O:6]1)=[O:4].O.[OH-].[Li+], predict the reaction product. The product is: [C:29]([O:28][C:26]([NH:25][C@@H:23]([C:19]1[CH:18]=[CH:17][C:16]2[C:21](=[CH:22][C:13](/[CH:12]=[CH:11]/[C:5]3([C:3]([OH:4])=[O:2])[CH2:10][CH2:9][CH2:8][CH2:7][O:6]3)=[CH:14][CH:15]=2)[N:20]=1)[CH3:24])=[O:27])([CH3:30])([CH3:31])[CH3:32]. (7) Given the reactants Cl[C:2]1[C:11]([C:12]([OH:14])=[O:13])=[CH:10][C:9]2[C:4](=[CH:5][CH:6]=[C:7]([Cl:15])[CH:8]=2)[N:3]=1.[NH2:16][C:17]1[CH:18]=[C:19]([CH:26]=[CH:27][C:28]=1[OH:29])[CH2:20][C@@H:21]([C:23]([OH:25])=[O:24])[NH2:22], predict the reaction product. The product is: [NH2:16][C:17]1[CH:18]=[C:19]([CH2:20][C@H:21]([NH:22][C:2]2[C:11]([C:12]([OH:14])=[O:13])=[CH:10][C:9]3[C:4](=[CH:5][CH:6]=[C:7]([Cl:15])[CH:8]=3)[N:3]=2)[C:23]([OH:25])=[O:24])[CH:26]=[CH:27][C:28]=1[O:29][C:2]1[C:11]([C:12]([OH:14])=[O:13])=[CH:10][C:9]2[C:4](=[CH:5][CH:6]=[C:7]([Cl:15])[CH:8]=2)[N:3]=1. (8) Given the reactants [CH2:1]([O:8][CH2:9][C@@H:10]([NH:14][C:15](=[O:27])[C:16]([NH:19][C:20]([O:22][C:23]([CH3:26])([CH3:25])[CH3:24])=[O:21])([CH3:18])[CH3:17])[C:11](O)=[O:12])[C:2]1[CH:7]=[CH:6][CH:5]=[CH:4][CH:3]=1.[F:28][C:29]1[CH:34]=[CH:33][C:32]([CH:35]2[C:39]3([CH2:44][CH2:43][CH2:42][NH:41][CH2:40]3)[C:38](=[O:45])[N:37]([CH3:46])[CH2:36]2)=[CH:31][CH:30]=1.C(P1(=O)OP(CCC)(=O)OP(CCC)(=O)O1)CC, predict the reaction product. The product is: [CH2:1]([O:8][CH2:9][C@@H:10]([NH:14][C:15](=[O:27])[C:16]([NH:19][C:20](=[O:21])[O:22][C:23]([CH3:24])([CH3:26])[CH3:25])([CH3:18])[CH3:17])[C:11]([N:41]1[CH2:42][CH2:43][CH2:44][C:39]2([C:38](=[O:45])[N:37]([CH3:46])[CH2:36][CH:35]2[C:32]2[CH:33]=[CH:34][C:29]([F:28])=[CH:30][CH:31]=2)[CH2:40]1)=[O:12])[C:2]1[CH:3]=[CH:4][CH:5]=[CH:6][CH:7]=1. (9) Given the reactants C([O:3][C:4](=[O:36])[CH2:5][N:6]1[CH2:11][CH2:10][C:9]([OH:35])([C:12]2[CH:17]=[CH:16][C:15]([C:18]3[CH:19]=[N:20][C:21]([NH:24][C:25]4[CH:26]=[N:27][C:28]([C:31]([F:34])([F:33])[F:32])=[CH:29][CH:30]=4)=[CH:22][CH:23]=3)=[CH:14][CH:13]=2)[CH2:8][CH2:7]1)C.[Li+].[OH-], predict the reaction product. The product is: [OH:35][C:9]1([C:12]2[CH:17]=[CH:16][C:15]([C:18]3[CH:19]=[N:20][C:21]([NH:24][C:25]4[CH:26]=[N:27][C:28]([C:31]([F:34])([F:33])[F:32])=[CH:29][CH:30]=4)=[CH:22][CH:23]=3)=[CH:14][CH:13]=2)[CH2:8][CH2:7][N:6]([CH2:5][C:4]([OH:36])=[O:3])[CH2:11][CH2:10]1.